This data is from Catalyst prediction with 721,799 reactions and 888 catalyst types from USPTO. The task is: Predict which catalyst facilitates the given reaction. Reactant: [CH:1]1([C:4]2[CH:5]=[CH:6][CH:7]=[C:8]3[C:13]=2[N:12]=[C:11]([C:14]([F:23])([F:22])[C:15]2[CH:20]=[CH:19][C:18]([F:21])=[CH:17][N:16]=2)[N:10]=[C:9]3SC)[CH2:3][CH2:2]1.ClC1C=CC=C(C(OO)=[O:34])C=1.S([O-])([O-])(=O)=S.[Na+].[Na+].C(=O)(O)[O-].[Na+].CC1NN=C(N)C=1. Product: [CH:1]1([C:4]2[CH:5]=[CH:6][CH:7]=[C:8]3[C:13]=2[N:12]=[C:11]([C:14]([F:23])([F:22])[C:15]2[CH:20]=[CH:19][C:18]([F:21])=[CH:17][N:16]=2)[N:10]=[C:9]3[OH:34])[CH2:3][CH2:2]1. The catalyst class is: 168.